Dataset: NCI-60 drug combinations with 297,098 pairs across 59 cell lines. Task: Regression. Given two drug SMILES strings and cell line genomic features, predict the synergy score measuring deviation from expected non-interaction effect. (1) Drug 1: C1=C(C(=O)NC(=O)N1)F. Drug 2: C(CN)CNCCSP(=O)(O)O. Cell line: SK-OV-3. Synergy scores: CSS=22.2, Synergy_ZIP=0.837, Synergy_Bliss=-0.152, Synergy_Loewe=-3.02, Synergy_HSA=-0.644. (2) Cell line: IGROV1. Synergy scores: CSS=25.7, Synergy_ZIP=-4.59, Synergy_Bliss=-3.29, Synergy_Loewe=-3.53, Synergy_HSA=-2.78. Drug 1: CCCS(=O)(=O)NC1=C(C(=C(C=C1)F)C(=O)C2=CNC3=C2C=C(C=N3)C4=CC=C(C=C4)Cl)F. Drug 2: C1=CC(=CC=C1CCCC(=O)O)N(CCCl)CCCl. (3) Drug 1: C1CC(C1)(C(=O)O)C(=O)O.[NH2-].[NH2-].[Pt+2]. Drug 2: CCC1(CC2CC(C3=C(CCN(C2)C1)C4=CC=CC=C4N3)(C5=C(C=C6C(=C5)C78CCN9C7C(C=CC9)(C(C(C8N6C)(C(=O)OC)O)OC(=O)C)CC)OC)C(=O)OC)O.OS(=O)(=O)O. Cell line: SK-OV-3. Synergy scores: CSS=5.45, Synergy_ZIP=2.40, Synergy_Bliss=7.39, Synergy_Loewe=-10.6, Synergy_HSA=-0.226. (4) Drug 1: COC1=CC(=CC(=C1O)OC)C2C3C(COC3=O)C(C4=CC5=C(C=C24)OCO5)OC6C(C(C7C(O6)COC(O7)C8=CC=CS8)O)O. Drug 2: C1CCC(C(C1)N)N.C(=O)(C(=O)[O-])[O-].[Pt+4]. Cell line: CCRF-CEM. Synergy scores: CSS=62.5, Synergy_ZIP=-3.89, Synergy_Bliss=-1.53, Synergy_Loewe=-1.04, Synergy_HSA=2.19. (5) Drug 1: CC(C1=C(C=CC(=C1Cl)F)Cl)OC2=C(N=CC(=C2)C3=CN(N=C3)C4CCNCC4)N. Drug 2: CC1=CC2C(CCC3(C2CCC3(C(=O)C)OC(=O)C)C)C4(C1=CC(=O)CC4)C. Cell line: SK-MEL-5. Synergy scores: CSS=-11.7, Synergy_ZIP=8.27, Synergy_Bliss=2.54, Synergy_Loewe=-3.39, Synergy_HSA=-8.06. (6) Drug 1: CS(=O)(=O)C1=CC(=C(C=C1)C(=O)NC2=CC(=C(C=C2)Cl)C3=CC=CC=N3)Cl. Drug 2: C1CCC(C(C1)N)N.C(=O)(C(=O)[O-])[O-].[Pt+4]. Cell line: CAKI-1. Synergy scores: CSS=11.7, Synergy_ZIP=-7.73, Synergy_Bliss=-4.28, Synergy_Loewe=-21.0, Synergy_HSA=-2.94.